Dataset: Full USPTO retrosynthesis dataset with 1.9M reactions from patents (1976-2016). Task: Predict the reactants needed to synthesize the given product. (1) Given the product [N+:25]([C:21]1[CH:20]=[C:19]([S:16]([N:14]2[C:13]3[CH:28]=[CH:29][CH:30]=[CH:31][C:12]=3[O:11][CH2:10][CH:9]([OH:8])[CH2:15]2)(=[O:18])=[O:17])[CH:24]=[CH:23][CH:22]=1)([O-:27])=[O:26], predict the reactants needed to synthesize it. The reactants are: [Si]([O:8][CH:9]1[CH2:15][N:14]([S:16]([C:19]2[CH:24]=[CH:23][CH:22]=[C:21]([N+:25]([O-:27])=[O:26])[CH:20]=2)(=[O:18])=[O:17])[C:13]2[CH:28]=[CH:29][CH:30]=[CH:31][C:12]=2[O:11][CH2:10]1)(C(C)(C)C)(C)C.[F-].C([N+](CCCC)(CCCC)CCCC)CCC. (2) Given the product [Cl:1][C:28]1[CH:27]=[C:13]([CH:12]=[C:11]([Cl:10])[CH:29]=1)[O:14][C:15]1[C:16]([CH2:25][CH3:26])=[N:17][N:18]([CH2:22][C:23](=[NH:24])[NH:2][OH:3])[C:19]=1[CH2:20][CH3:21], predict the reactants needed to synthesize it. The reactants are: [ClH:1].[NH2:2][OH:3].C(=O)([O-])[O-].[K+].[K+].[Cl:10][C:11]1[CH:12]=[C:13]([CH:27]=[C:28](Cl)[CH:29]=1)[O:14][C:15]1[C:16]([CH2:25][CH3:26])=[N:17][N:18]([CH2:22][C:23]#[N:24])[C:19]=1[CH2:20][CH3:21]. (3) Given the product [F:1][C:2]1[CH:3]=[C:4]([CH:9]2[CH2:13][CH2:12][N:11]([CH3:17])[CH2:10]2)[CH:5]=[CH:6][C:7]=1[F:8], predict the reactants needed to synthesize it. The reactants are: [F:1][C:2]1[CH:3]=[C:4]([CH:9]2[CH2:13][CH2:12][NH:11][CH2:10]2)[CH:5]=[CH:6][C:7]=1[F:8].O.[OH-].[Na+].[CH:17](O)=O. (4) Given the product [C:18]1([CH:16]([N:8]2[CH2:9][CH:10]([C:11]3[CH:15]=[CH:14][S:13][CH:12]=3)[CH:6]([C:4]([OH:5])=[O:3])[CH2:7]2)[CH3:17])[CH:23]=[CH:22][CH:21]=[CH:20][CH:19]=1, predict the reactants needed to synthesize it. The reactants are: C([O:3][C:4]([CH:6]1[CH:10]([C:11]2[CH:15]=[CH:14][S:13][CH:12]=2)[CH2:9][N:8]([CH:16]([C:18]2[CH:23]=[CH:22][CH:21]=[CH:20][CH:19]=2)[CH3:17])[CH2:7]1)=[O:5])C.C1NCC2C1CC1C(C#N)=CSC=12. (5) Given the product [CH3:8][C:5]1[CH:4]=[CH:3][C:2]([Sn:18]([CH2:19][CH2:20][CH2:21][CH3:22])([CH2:23][CH2:24][CH2:25][CH3:26])[CH2:14][CH2:15][CH2:16][CH3:17])=[CH:7][N:6]=1, predict the reactants needed to synthesize it. The reactants are: Br[C:2]1[CH:3]=[CH:4][C:5]([CH3:8])=[N:6][CH:7]=1.C([Li])CCC.[CH2:14]([Sn:18](Cl)([CH2:23][CH2:24][CH2:25][CH3:26])[CH2:19][CH2:20][CH2:21][CH3:22])[CH2:15][CH2:16][CH3:17].